This data is from Forward reaction prediction with 1.9M reactions from USPTO patents (1976-2016). The task is: Predict the product of the given reaction. Given the reactants [Cl:1][C:2]1[CH:7]=[CH:6][C:5]([N:8]2[C:16]([CH:17]([CH:21]3[CH2:26][CH2:25][CH2:24][CH2:23][CH2:22]3)[C:18](O)=[O:19])=[C:15]3[C:10]([CH2:11][CH2:12][CH2:13][CH2:14]3)=[N:9]2)=[CH:4][CH:3]=1.S(Cl)(Cl)=O.[CH3:31][O:32][C:33]([C:35]1([O:38][C:39]2[CH:44]=[CH:43][C:42]([NH2:45])=[C:41]([F:46])[CH:40]=2)[CH2:37][CH2:36]1)=[O:34], predict the reaction product. The product is: [CH3:31][O:32][C:33]([C:35]1([O:38][C:39]2[CH:44]=[CH:43][C:42]([NH:45][C:18](=[O:19])[CH:17]([C:16]3[N:8]([C:5]4[CH:4]=[CH:3][C:2]([Cl:1])=[CH:7][CH:6]=4)[N:9]=[C:10]4[C:15]=3[CH2:14][CH2:13][CH2:12][CH2:11]4)[CH:21]3[CH2:26][CH2:25][CH2:24][CH2:23][CH2:22]3)=[C:41]([F:46])[CH:40]=2)[CH2:37][CH2:36]1)=[O:34].